The task is: Predict the reaction yield, written as a fraction of the theoretical maximum amount of product (1.0 means a 100% yield; for example, 0.34 means a 34% yield).. This data is from Reaction yield outcomes from USPTO patents with 853,638 reactions. (1) The reactants are [Cl:1][C:2]1[CH:7]=[CH:6][N:5]=[C:4]([NH2:8])[C:3]=1I.C[O:11][C:12](=O)[C:13]1[CH:18]=[C:17]([O:19][CH2:20][CH2:21][CH2:22][N:23]2[CH2:28][CH2:27][O:26][CH2:25][CH2:24]2)[CH:16]=[CH:15][C:14]=1B1OC(C)(C)C(C)(C)O1. No catalyst specified. The product is [Cl:1][C:2]1[CH:7]=[CH:6][N:5]=[C:4]2[C:3]=1[C:14]1[CH:15]=[CH:16][C:17]([O:19][CH2:20][CH2:21][CH2:22][N:23]3[CH2:24][CH2:25][O:26][CH2:27][CH2:28]3)=[CH:18][C:13]=1[C:12](=[O:11])[NH:8]2. The yield is 0.230. (2) The reactants are [CH3:1][O:2][CH2:3][C:4](=[O:22])[C:5](=[N:10][NH:11][C:12]1[CH:17]=[CH:16][CH:15]=[C:14]([C:18]([F:21])([F:20])[F:19])[CH:13]=1)[C:6]([O:8][CH3:9])=[O:7].[CH3:23]OC(OC)N(C)C. No catalyst specified. The product is [CH3:1][O:2][C:3]1[C:4](=[O:22])[C:5]([C:6]([O:8][CH3:9])=[O:7])=[N:10][N:11]([C:12]2[CH:17]=[CH:16][CH:15]=[C:14]([C:18]([F:21])([F:19])[F:20])[CH:13]=2)[CH:23]=1. The yield is 0.890. (3) The reactants are [F:1][C:2]1[CH:7]=[CH:6][CH:5]=[C:4]([O:8][CH3:9])[C:3]=1[C:10]1[N:14]([S:15]([C:18]2[CH:19]=[N:20][CH:21]=[CH:22][CH:23]=2)(=[O:17])=[O:16])[CH:13]=[C:12]([CH2:24][N:25](C)[C:26](=O)[O:27][C:28]([CH3:31])(C)C)[CH:11]=1.[C:34]([O:37]CC)(=[O:36])[CH3:35].Cl.C[OH:42]. No catalyst specified. The product is [C:28]([OH:42])(=[O:27])/[CH:31]=[CH:35]/[C:34]([OH:37])=[O:36].[F:1][C:2]1[CH:7]=[CH:6][CH:5]=[C:4]([O:8][CH3:9])[C:3]=1[C:10]1[N:14]([S:15]([C:18]2[CH:19]=[N:20][CH:21]=[CH:22][CH:23]=2)(=[O:17])=[O:16])[CH:13]=[C:12]([CH2:24][NH:25][CH3:26])[CH:11]=1. The yield is 0.510. (4) The reactants are [C:1]([O:5][C:6](=[O:14])[C:7]1[CH:12]=[CH:11][CH:10]=[CH:9][C:8]=1Br)([CH3:4])([CH3:3])[CH3:2].[F:15][C:16]1[CH:21]=[C:20]([CH3:22])[CH:19]=[CH:18][C:17]=1B(O)O.C(O)(C)C.C(=O)([O-])[O-].[Na+].[Na+]. The catalyst is C1C=CC([P]([Pd]([P](C2C=CC=CC=2)(C2C=CC=CC=2)C2C=CC=CC=2)([P](C2C=CC=CC=2)(C2C=CC=CC=2)C2C=CC=CC=2)[P](C2C=CC=CC=2)(C2C=CC=CC=2)C2C=CC=CC=2)(C2C=CC=CC=2)C2C=CC=CC=2)=CC=1.O.CCOC(C)=O. The product is [C:1]([O:5][C:6]([C:7]1[C:8]([C:17]2[CH:18]=[CH:19][C:20]([CH3:22])=[CH:21][C:16]=2[F:15])=[CH:9][CH:10]=[CH:11][CH:12]=1)=[O:14])([CH3:4])([CH3:3])[CH3:2]. The yield is 0.960. (5) The reactants are [CH3:1][C:2](=O)[CH2:3][CH3:4].Cl.[Br:7][C:8]1[CH:13]=[CH:12][C:11]([NH:14]N)=[CH:10][CH:9]=1. The catalyst is CCO. The product is [Br:7][C:8]1[CH:13]=[C:12]2[C:11](=[CH:10][CH:9]=1)[NH:14][C:3]([CH3:4])=[C:2]2[CH3:1]. The yield is 0.670. (6) The reactants are [CH3:1][O:2][C:3]1[CH:39]=[CH:38][C:6]([C:7]([NH:20][C:21]2[N:29]=[CH:28][N:27]=[C:26]3[C:22]=2[N:23]=[CH:24][N:25]3[C@H:30]2[O:35][C@@H:34]([CH2:36][OH:37])[C@@H:32]([OH:33])[CH2:31]2)([C:14]2[CH:19]=[CH:18][CH:17]=[CH:16][CH:15]=2)[C:8]2[CH:13]=[CH:12][CH:11]=[CH:10][CH:9]=2)=[CH:5][CH:4]=1.[CH3:40][O:41][C:42]1[CH:61]=[CH:60][C:45]([C:46](Cl)([C:53]2[CH:58]=[CH:57][CH:56]=[CH:55][CH:54]=2)[C:47]2[CH:52]=[CH:51][CH:50]=[CH:49][CH:48]=2)=[CH:44][CH:43]=1.CO. The catalyst is N1C=CC=CC=1. The product is [CH3:1][O:2][C:3]1[CH:4]=[CH:5][C:6]([C:7]([NH:20][C:21]2[N:29]=[CH:28][N:27]=[C:26]3[C:22]=2[N:23]=[CH:24][N:25]3[C@H:30]2[O:35][C@@H:34]([CH2:36][O:37][C:46]([C:53]3[CH:58]=[CH:57][CH:56]=[CH:55][CH:54]=3)([C:47]3[CH:52]=[CH:51][CH:50]=[CH:49][CH:48]=3)[C:45]3[CH:44]=[CH:43][C:42]([O:41][CH3:40])=[CH:61][CH:60]=3)[C@@H:32]([OH:33])[CH2:31]2)([C:14]2[CH:15]=[CH:16][CH:17]=[CH:18][CH:19]=2)[C:8]2[CH:9]=[CH:10][CH:11]=[CH:12][CH:13]=2)=[CH:38][CH:39]=1. The yield is 0.720.